Dataset: Reaction yield outcomes from USPTO patents with 853,638 reactions. Task: Predict the reaction yield, written as a fraction of the theoretical maximum amount of product (1.0 means a 100% yield; for example, 0.34 means a 34% yield). (1) The reactants are [NH:1]1[CH2:7][CH2:6][CH2:5][CH2:4][C@H:3]([NH:8][C:9](=[O:15])[O:10][C:11]([CH3:14])([CH3:13])[CH3:12])[CH2:2]1.[Br:16][C:17]1[C:18](F)=[C:19]2[C:25]([NH:26][C:27]([CH:29]3[CH2:31][CH2:30]3)=[O:28])=[CH:24][NH:23][C:20]2=[N:21][CH:22]=1. The catalyst is CCCCO. The product is [Br:16][C:17]1[C:18]([N:1]2[CH2:7][CH2:6][CH2:5][CH2:4][C@H:3]([NH:8][C:9](=[O:15])[O:10][C:11]([CH3:12])([CH3:14])[CH3:13])[CH2:2]2)=[C:19]2[C:25]([NH:26][C:27]([CH:29]3[CH2:30][CH2:31]3)=[O:28])=[CH:24][NH:23][C:20]2=[N:21][CH:22]=1. The yield is 0.0900. (2) The reactants are CS(Cl)(=O)=O.[CH3:6][C:7]1[CH:12]=[CH:11][CH:10]=[C:9]([CH3:13])[C:8]=1[N:14]1[C:18](=[O:19])[CH2:17][C@:16]([CH:23]([CH3:25])[CH3:24])([C:20]([OH:22])=O)[CH2:15]1.C(N(CC)C(C)C)(C)C.[F:35][C:36]([F:49])([F:48])[C:37]1[CH:38]=[C:39]([CH:41]=[C:42]([C:44]([F:47])([F:46])[F:45])[CH:43]=1)[NH2:40].Cl. The catalyst is C1COCC1.C(Cl)Cl. The product is [F:35][C:36]([F:48])([F:49])[C:37]1[CH:38]=[C:39]([NH:40][C:20]([C@@:16]2([CH:23]([CH3:24])[CH3:25])[CH2:17][C:18](=[O:19])[N:14]([C:8]3[C:7]([CH3:6])=[CH:12][CH:11]=[CH:10][C:9]=3[CH3:13])[CH2:15]2)=[O:22])[CH:41]=[C:42]([C:44]([F:45])([F:47])[F:46])[CH:43]=1. The yield is 0.630. (3) The reactants are [CH3:1][C:2]1[CH:11]=[CH:10][C:9]2[C:4](=[CH:5][C:6]([C:12](F)(F)F)=[CH:7][CH:8]=2)[N:3]=1.[OH:16]S(O)(=O)=O.[OH-:21].[Na+]. No catalyst specified. The product is [CH3:1][C:2]1[CH:11]=[CH:10][C:9]2[C:4](=[CH:5][C:6]([C:12]([OH:16])=[O:21])=[CH:7][CH:8]=2)[N:3]=1. The yield is 0.716. (4) The reactants are [CH2:1]([O:8][C:9]1[CH:10]=[C:11]([CH:15]=[CH:16][CH:17]=1)[C:12]([OH:14])=O)[CH2:2][CH2:3][CH2:4][CH2:5][CH2:6][CH3:7].S(Cl)(Cl)=O.[NH2:22][C:23]1[CH:28]=[CH:27][CH:26]=[CH:25][C:24]=1[S:29]([NH2:32])(=[O:31])=[O:30]. The catalyst is C1C=CC=CC=1.N1C=CC=CC=1. The product is [CH2:1]([O:8][C:9]1[CH:10]=[C:11]([CH:15]=[CH:16][CH:17]=1)[C:12]([NH:22][C:23]1[CH:28]=[CH:27][CH:26]=[CH:25][C:24]=1[S:29](=[O:31])(=[O:30])[NH2:32])=[O:14])[CH2:2][CH2:3][CH2:4][CH2:5][CH2:6][CH3:7]. The yield is 0.600. (5) The reactants are C([C:3]1[NH:4][C:5]2[C:10]([CH:11]=1)=[CH:9][CH:8]=[CH:7][CH:6]=2)#N.[H-].[Na+].Br[CH2:15][CH2:16][CH2:17][CH2:18][CH2:19][C:20]([O:22][CH2:23][CH3:24])=[O:21].O.[CH3:26][N:27](C)C=O. No catalyst specified. The product is [C:26]([C:8]1[CH:9]=[C:10]2[C:5](=[CH:6][CH:7]=1)[N:4]([CH2:15][CH2:16][CH2:17][CH2:18][CH2:19][C:20]([O:22][CH2:23][CH3:24])=[O:21])[CH:3]=[CH:11]2)#[N:27]. The yield is 0.850. (6) The reactants are [NH2:1][C:2]1[C:7]([NH:8][C:9]2[CH:14]=[CH:13][C:12]([I:15])=[CH:11][C:10]=2[F:16])=[CH:6][C:5](=[O:17])[N:4]2[CH2:18][CH2:19][S:20][C:3]=12.[CH:21]1([S:24](Cl)(=[O:26])=[O:25])[CH2:23][CH2:22]1. The catalyst is N1C=CC=CC=1. The product is [F:16][C:10]1[CH:11]=[C:12]([I:15])[CH:13]=[CH:14][C:9]=1[NH:8][C:7]1[C:2]([NH:1][S:24]([CH:21]2[CH2:23][CH2:22]2)(=[O:26])=[O:25])=[C:3]2[S:20][CH2:19][CH2:18][N:4]2[C:5](=[O:17])[CH:6]=1. The yield is 0.200.